The task is: Predict the reaction yield, written as a fraction of the theoretical maximum amount of product (1.0 means a 100% yield; for example, 0.34 means a 34% yield).. This data is from Reaction yield outcomes from USPTO patents with 853,638 reactions. (1) The reactants are Cl.[O:2]=[C:3]1[CH2:9][NH:8][CH2:7][C:6]2[CH:10]=[C:11]([C:14]([O:16][CH3:17])=[O:15])[CH:12]=[CH:13][C:5]=2[NH:4]1.Br[CH:19]([C:21]1[CH:26]=[CH:25][CH:24]=[CH:23][CH:22]=1)[CH3:20].CCN(C(C)C)C(C)C. The catalyst is CC#N. The product is [O:2]=[C:3]1[NH:4][C:5]2[CH:13]=[CH:12][C:11]([C:14]([O:16][CH3:17])=[O:15])=[CH:10][C:6]=2[CH2:7][N:8]([CH:19]([C:21]2[CH:26]=[CH:25][CH:24]=[CH:23][CH:22]=2)[CH3:20])[CH2:9]1. The yield is 0.870. (2) The reactants are COC(=O)CCCC1OC=C(C2C=CC=CC=2[N+]([O-])=O)N=1.Br[CH2:23][C:24]([C:26]1[CH:31]=[CH:30][CH:29]=[CH:28][C:27]=1[N+:32]([O-:34])=[O:33])=O.[CH3:35][O:36][C:37](=[O:43])[CH2:38][CH2:39][C:40]([NH2:42])=[O:41]. No catalyst specified. The product is [CH3:35][O:36][C:37](=[O:43])[CH2:38][CH2:39][C:40]1[O:41][CH:23]=[C:24]([C:26]2[CH:31]=[CH:30][CH:29]=[CH:28][C:27]=2[N+:32]([O-:34])=[O:33])[N:42]=1. The yield is 0.360.